Predict the reaction yield, written as a fraction of the theoretical maximum amount of product (1.0 means a 100% yield; for example, 0.34 means a 34% yield). From a dataset of Reaction yield outcomes from USPTO patents with 853,638 reactions. The reactants are [OH:1][CH2:2][C:3]([CH3:38])([CH3:37])[O:4][C:5]1[CH:10]=[CH:9][C:8]([N:11]2[C:16](=[O:17])[C:15]([CH2:18][C:19]3[CH:24]=[CH:23][C:22]([C:25]4[C:26]([C:31]#[N:32])=[CH:27][CH:28]=[CH:29][CH:30]=4)=[CH:21][CH:20]=3)=[C:14]([CH2:33][CH2:34][CH3:35])[N:13]=[C:12]2[CH3:36])=[CH:7][CH:6]=1.CC(OI1(OC(C)=O)(OC(C)=O)OC(=O)C2C1=CC=CC=2)=O.C(OCC)(=O)C.S([O-])([O-])(=O)=S.[Na+].[Na+]. The catalyst is C(Cl)Cl.O. The product is [CH3:37][C:3]([CH3:38])([O:4][C:5]1[CH:6]=[CH:7][C:8]([N:11]2[C:16](=[O:17])[C:15]([CH2:18][C:19]3[CH:24]=[CH:23][C:22]([C:25]4[C:26]([C:31]#[N:32])=[CH:27][CH:28]=[CH:29][CH:30]=4)=[CH:21][CH:20]=3)=[C:14]([CH2:33][CH2:34][CH3:35])[N:13]=[C:12]2[CH3:36])=[CH:9][CH:10]=1)[CH:2]=[O:1]. The yield is 0.790.